Dataset: Catalyst prediction with 721,799 reactions and 888 catalyst types from USPTO. Task: Predict which catalyst facilitates the given reaction. (1) Reactant: [O:1]=[C:2]1[CH:7]([C:8]2[CH:13]=[CH:12][CH:11]=[CH:10][CH:9]=2)[CH2:6][CH2:5][CH2:4][N:3]1[CH2:14][C:15]([OH:17])=O.[Cl:18][C:19]1[CH:31]=[C:30]([Cl:32])[CH:29]=[CH:28][C:20]=1[CH2:21][N:22]1[CH2:27][CH2:26][NH:25][CH2:24][CH2:23]1.Cl.C(N=C=NCCCN(C)C)C. Product: [Cl:18][C:19]1[CH:31]=[C:30]([Cl:32])[CH:29]=[CH:28][C:20]=1[CH2:21][N:22]1[CH2:23][CH2:24][N:25]([C:15](=[O:17])[CH2:14][N:3]2[CH2:4][CH2:5][CH2:6][CH:7]([C:8]3[CH:9]=[CH:10][CH:11]=[CH:12][CH:13]=3)[C:2]2=[O:1])[CH2:26][CH2:27]1. The catalyst class is: 4. (2) Reactant: [Cl:1][C:2]1[CH:7]=[CH:6][C:5]([CH2:8][C@@H:9]([NH:27][C:28]([C@@H:30]2[CH2:39][C:38]3[C:33](=[CH:34][CH:35]=[CH:36][CH:37]=3)[CH2:32][N:31]2C(OC(C)(C)C)=O)=[O:29])[C:10]([N:12]2[CH2:17][CH2:16][CH:15]([C:18]3[CH:23]=[CH:22][CH:21]=[CH:20][C:19]=3[CH2:24][CH2:25][OH:26])[CH2:14][CH2:13]2)=[O:11])=[CH:4][CH:3]=1.C(O)(C(F)(F)F)=O. Product: [Cl:1][C:2]1[CH:3]=[CH:4][C:5]([CH2:8][C@@H:9]([NH:27][C:28]([C@@H:30]2[CH2:39][C:38]3[C:33](=[CH:34][CH:35]=[CH:36][CH:37]=3)[CH2:32][NH:31]2)=[O:29])[C:10]([N:12]2[CH2:17][CH2:16][CH:15]([C:18]3[CH:23]=[CH:22][CH:21]=[CH:20][C:19]=3[CH2:24][CH2:25][OH:26])[CH2:14][CH2:13]2)=[O:11])=[CH:6][CH:7]=1. The catalyst class is: 2. (3) Product: [CH:37]1[CH:36]=[C:33]([CH2:34][NH:26][CH2:25][CH2:24][CH2:23][CH2:22][NH:21][C:19]([C:18]2[CH:27]=[CH:28][C:15]([CH2:14][N:7]([CH2:8][C:9]3[NH:13][CH:12]=[CH:11][N:10]=3)[CH2:6][C:2]3[NH:3][CH:4]=[CH:5][N:1]=3)=[CH:16][CH:17]=2)=[O:20])[C:32]([O:31][C:30]([F:29])([F:40])[F:41])=[CH:39][CH:38]=1. Reactant: [NH:1]1[CH:5]=[CH:4][N:3]=[C:2]1[CH2:6][N:7]([CH2:14][C:15]1[CH:28]=[CH:27][C:18]([C:19]([NH:21][CH2:22][CH2:23][CH2:24][CH2:25][NH2:26])=[O:20])=[CH:17][CH:16]=1)[CH2:8][C:9]1[NH:10][CH:11]=[CH:12][N:13]=1.[F:29][C:30]([F:41])([F:40])[O:31][C:32]1[CH:39]=[CH:38][CH:37]=[CH:36][C:33]=1[CH:34]=O.C(OC)(OC)OC.[BH4-].[Na+]. The catalyst class is: 5. (4) Reactant: [NH2:1][C:2]1[S:3][C@:4]2([CH2:19][OH:20])[C@H:6]([C@:7]([C:11]3[CH:16]=[C:15]([Br:17])[CH:14]=[CH:13][C:12]=3[F:18])([CH2:9][F:10])[N:8]=1)[CH2:5]2.[C:21](O[C:21]([O:23][C:24]([CH3:27])([CH3:26])[CH3:25])=[O:22])([O:23][C:24]([CH3:27])([CH3:26])[CH3:25])=[O:22].C(=O)(O)[O-].[Na+]. Product: [C:24]([O:23][C:21](=[O:22])[NH:1][C:2]1[S:3][C@:4]2([CH2:19][OH:20])[C@H:6]([C@:7]([C:11]3[CH:16]=[C:15]([Br:17])[CH:14]=[CH:13][C:12]=3[F:18])([CH2:9][F:10])[N:8]=1)[CH2:5]2)([CH3:27])([CH3:26])[CH3:25]. The catalyst class is: 38. (5) Reactant: [Br:1][C:2]1[CH:3]=[C:4]2[C:8](=[CH:9][C:10]=1[N+:11]([O-:13])=[O:12])[NH:7][N:6]=[CH:5]2.[H-].[Na+].[C:16](Cl)([C:29]1[CH:34]=[CH:33][CH:32]=[CH:31][CH:30]=1)([C:23]1[CH:28]=[CH:27][CH:26]=[CH:25][CH:24]=1)[C:17]1[CH:22]=[CH:21][CH:20]=[CH:19][CH:18]=1. Product: [Br:1][C:2]1[CH:3]=[C:4]2[C:8](=[CH:9][C:10]=1[N+:11]([O-:13])=[O:12])[N:7]([C:16]([C:17]1[CH:22]=[CH:21][CH:20]=[CH:19][CH:18]=1)([C:29]1[CH:30]=[CH:31][CH:32]=[CH:33][CH:34]=1)[C:23]1[CH:24]=[CH:25][CH:26]=[CH:27][CH:28]=1)[N:6]=[CH:5]2. The catalyst class is: 1. (6) Reactant: [CH3:1][O:2][C:3]1[CH:4]=[C:5]2[C:13](=[CH:14][CH:15]=1)[NH:12][C:11]1[CH2:10][CH2:9][CH:8]([NH:16][C:17](=[O:21])[CH:18]([CH3:20])[CH3:19])[CH2:7][C:6]2=1.C[Si]([N-][Si](C)(C)C)(C)C.[K+].[Cl:32][C:33]1[CH:40]=[CH:39][CH:38]=[CH:37][C:34]=1[CH2:35]Br. Product: [Cl:32][C:33]1[CH:40]=[CH:39][CH:38]=[CH:37][C:34]=1[CH2:35][N:12]1[C:11]2[CH2:10][CH2:9][CH:8]([NH:16][C:17](=[O:21])[CH:18]([CH3:19])[CH3:20])[CH2:7][C:6]=2[C:5]2[C:13]1=[CH:14][CH:15]=[C:3]([O:2][CH3:1])[CH:4]=2. The catalyst class is: 7. (7) Reactant: [F:1][C:2]1[CH:7]=[CH:6][C:5]([N:8]2[C:16]3[CH:15]=[C:14]4[CH2:17][CH2:18][CH2:19][C@@H:20]5[CH2:25][C@@:24]([O:30][Si](CC)(CC)CC)([C:26]([F:29])([F:28])[F:27])[CH2:23][CH2:22][C@@:21]5([CH2:38][NH:39][C:40](=[O:42])[CH3:41])[C:13]4=[CH:12][C:11]=3[CH:10]=[N:9]2)=[CH:4][CH:3]=1.C(O[C@@]1(C(F)(F)F)C[C@H]2CCCC3C(=CC4C=NN(C5C=CC(F)=CC=5)C=4C=3)[C@]2(CN2CCCS2(=O)=O)CC1)C1C=CC=CC=1.CCCC[N+](CCCC)(CCCC)CCCC.[F-]. Product: [F:1][C:2]1[CH:7]=[CH:6][C:5]([N:8]2[C:16]3[CH:15]=[C:14]4[CH2:17][CH2:18][CH2:19][C@H:20]5[CH2:25][C@:24]([OH:30])([C:26]([F:27])([F:28])[F:29])[CH2:23][CH2:22][C@:21]5([CH2:38][NH:39][C:40](=[O:42])[CH3:41])[C:13]4=[CH:12][C:11]=3[CH:10]=[N:9]2)=[CH:4][CH:3]=1.[F:1][C:2]1[CH:7]=[CH:6][C:5]([N:8]2[C:16]3[CH:15]=[C:14]4[CH2:17][CH2:18][CH2:19][C@@H:20]5[CH2:25][C@@:24]([OH:30])([C:26]([F:27])([F:28])[F:29])[CH2:23][CH2:22][C@@:21]5([CH2:38][NH:39][C:40](=[O:42])[CH3:41])[C:13]4=[CH:12][C:11]=3[CH:10]=[N:9]2)=[CH:4][CH:3]=1. The catalyst class is: 2. (8) Reactant: C(OC([NH:8][C:9]1[CH:31]=[CH:30][C:12]([CH2:13][NH:14][C:15](=[O:29])[NH:16][CH:17]([CH2:21][C:22]2[CH:27]=[CH:26][CH:25]=[C:24]([OH:28])[CH:23]=2)[C:18]([OH:20])=O)=[CH:11][CH:10]=1)=O)(C)(C)C.[OH:32][C:33]1[C:41]2[N:40]=NNC=2C=CC=1.[CH:42](N(C(C)C)CC)(C)[CH3:43].CN(C)CCCN=C=NCC. Product: [NH2:8][C:9]1[CH:10]=[CH:11][C:12]([CH2:13][NH:14][C:15]([NH:16][CH:17]([CH2:21][C:22]2[CH:27]=[CH:26][CH:25]=[C:24]([OH:28])[CH:23]=2)[C:18]([N:40]2[CH2:41][CH2:33][O:32][CH2:43][CH2:42]2)=[O:20])=[O:29])=[CH:30][CH:31]=1. The catalyst class is: 3.